Dataset: CYP2C9 inhibition data for predicting drug metabolism from PubChem BioAssay. Task: Regression/Classification. Given a drug SMILES string, predict its absorption, distribution, metabolism, or excretion properties. Task type varies by dataset: regression for continuous measurements (e.g., permeability, clearance, half-life) or binary classification for categorical outcomes (e.g., BBB penetration, CYP inhibition). Dataset: cyp2c9_veith. (1) The drug is Cc1cc(C)c2c(-n3cccc3)c(C(=O)NNS(=O)(=O)c3ccc(Cl)cc3)sc2n1. The result is 1 (inhibitor). (2) The molecule is CCCN(C(=S)Nc1ccccc1)C1CCS(=O)(=O)C1. The result is 0 (non-inhibitor). (3) The drug is COC(=O)C/C=C\[C@@H](C)[C@@H](CO)NS(=O)(=O)c1ccc(C)cc1. The result is 0 (non-inhibitor).